This data is from Peptide-MHC class I binding affinity with 185,985 pairs from IEDB/IMGT. The task is: Regression. Given a peptide amino acid sequence and an MHC pseudo amino acid sequence, predict their binding affinity value. This is MHC class I binding data. (1) The peptide sequence is YTDDYPMYK. The MHC is HLA-A11:01 with pseudo-sequence HLA-A11:01. The binding affinity (normalized) is 0.659. (2) The peptide sequence is SDVTNRLEI. The MHC is HLA-A02:02 with pseudo-sequence HLA-A02:02. The binding affinity (normalized) is 0.331. (3) The peptide sequence is EEAADWDL. The MHC is Mamu-A11 with pseudo-sequence Mamu-A11. The binding affinity (normalized) is 0. (4) The binding affinity (normalized) is 0. The peptide sequence is LDVKQGPKEPF. The MHC is Mamu-B01 with pseudo-sequence Mamu-B01.